Dataset: Full USPTO retrosynthesis dataset with 1.9M reactions from patents (1976-2016). Task: Predict the reactants needed to synthesize the given product. (1) Given the product [C:1]([O:5][C:6](=[O:27])[NH:7][CH:8]([CH2:19][C:20]1[CH:25]=[CH:24][CH:23]=[CH:22][C:21]=1[F:26])[CH2:9][C:10]([N:12]1[CH2:16][CH2:15][CH2:14][CH:13]1[CH2:17][NH:18][S:45]([C:39]1[CH:40]=[CH:41][C:42]([O:43][CH3:44])=[C:37]([O:36][CH3:35])[CH:38]=1)(=[O:47])=[O:46])=[O:11])([CH3:4])([CH3:2])[CH3:3], predict the reactants needed to synthesize it. The reactants are: [C:1]([O:5][C:6](=[O:27])[NH:7][CH:8]([CH2:19][C:20]1[CH:25]=[CH:24][CH:23]=[CH:22][C:21]=1[F:26])[CH2:9][C:10]([N:12]1[CH2:16][CH2:15][CH2:14][CH:13]1[CH2:17][NH2:18])=[O:11])([CH3:4])([CH3:3])[CH3:2].C(N(CC)CC)C.[CH3:35][O:36][C:37]1[CH:38]=[C:39]([S:45](Cl)(=[O:47])=[O:46])[CH:40]=[CH:41][C:42]=1[O:43][CH3:44]. (2) Given the product [CH3:11][C:1]1[CH:6]=[CH:5][C:4]([S:7]([O:23][CH2:22][C@@H:21]([CH2:20][O:19][CH2:12][C:13]2[CH:14]=[CH:15][CH:16]=[CH:17][CH:18]=2)[C@H:24]([O:26][Si:27]([C:30]([CH3:33])([CH3:32])[CH3:31])([CH3:29])[CH3:28])[CH3:25])(=[O:9])=[O:8])=[CH:3][CH:2]=1, predict the reactants needed to synthesize it. The reactants are: [C:1]1([CH3:11])[CH:6]=[CH:5][C:4]([S:7](Cl)(=[O:9])=[O:8])=[CH:3][CH:2]=1.[CH2:12]([O:19][CH2:20][C@H:21]([C@H:24]([O:26][Si:27]([C:30]([CH3:33])([CH3:32])[CH3:31])([CH3:29])[CH3:28])[CH3:25])[CH2:22][OH:23])[C:13]1[CH:18]=[CH:17][CH:16]=[CH:15][CH:14]=1.C(OCC)(=O)C.C(O)(=O)CC(CC(O)=O)(C(O)=O)O. (3) The reactants are: CC(OC([NH:8][C@:9]([CH3:15])([C:12]([OH:14])=O)[CH2:10][OH:11])=O)(C)C.Cl.[CH3:17][CH:18]([O:20][C:21]1[CH:28]=[CH:27][C:26]([C:29]2[O:33][N:32]=[C:31]([C:34]3[CH:44]=[CH:43][C:37]4[CH2:38][CH2:39][NH:40][CH2:41][CH2:42][C:36]=4[CH:35]=3)[N:30]=2)=[CH:25][C:22]=1[C:23]#[N:24])[CH3:19].CN(C(ON1N=NC2C=CC=NC1=2)=[N+](C)C)C.F[P-](F)(F)(F)(F)F.CCN(C(C)C)C(C)C.FC(F)(F)C(O)=O. Given the product [CH3:19][CH:18]([O:20][C:21]1[CH:28]=[CH:27][C:26]([C:29]2[O:33][N:32]=[C:31]([C:34]3[CH:44]=[CH:43][C:37]4[CH2:38][CH2:39][N:40]([C:12](=[O:14])[C@:9]([CH3:15])([CH2:10][OH:11])[NH2:8])[CH2:41][CH2:42][C:36]=4[CH:35]=3)[N:30]=2)=[CH:25][C:22]=1[C:23]#[N:24])[CH3:17], predict the reactants needed to synthesize it. (4) Given the product [C:1]([C:3]1[CH:8]=[CH:7][C:6]([CH2:9][CH2:10][C:11]2[N:12]=[C:13]([NH:16][C:17](=[O:19])[CH3:18])[S:14][CH:15]=2)=[CH:5][CH:4]=1)#[N:2], predict the reactants needed to synthesize it. The reactants are: [C:1]([C:3]1[CH:8]=[CH:7][C:6](/[CH:9]=[CH:10]\[C:11]2[N:12]=[C:13]([NH:16][C:17](=[O:19])[CH3:18])[S:14][CH:15]=2)=[CH:5][CH:4]=1)#[N:2].C(C1C=CC(/C=C/C2N=C(NC(=O)C)SC=2)=CC=1)#N.CO.[H][H]. (5) Given the product [C:19]1([C:10]2[N:27]=[C:25]([C:4]3[CH:9]=[CH:8][CH:7]=[CH:6][CH:5]=3)[C:4]3[C:5](=[CH:6][CH:7]=[CH:8][CH:9]=3)[N:1]=2)[CH:20]=[CH:21][CH:22]=[CH:23][CH:24]=1, predict the reactants needed to synthesize it. The reactants are: [N:1]1([CH:10]([C:19]2[CH:24]=[CH:23][CH:22]=[CH:21][CH:20]=2)C(C2C=CC=CC=2)=O)[C:5]2[CH:6]=[CH:7][CH:8]=[CH:9][C:4]=2N=N1.[CH:25]([NH2:27])=O. (6) Given the product [Cl:24][C:7]1[CH:8]=[C:9]2[C:14](=[C:5]([C:3]([OH:2])=[O:4])[CH:6]=1)[NH:13][CH:12]([C:15]1[CH:20]=[CH:19][CH:18]=[C:17]([N:25]3[CH2:30][CH2:29][O:28][CH2:27][CH2:26]3)[CH:16]=1)[CH2:11][C:10]2([CH3:23])[CH3:22], predict the reactants needed to synthesize it. The reactants are: C[O:2][C:3]([C:5]1[CH:6]=[C:7]([Cl:24])[CH:8]=[C:9]2[C:14]=1[NH:13][CH:12]([C:15]1[CH:20]=[CH:19][CH:18]=[C:17](Br)[CH:16]=1)[CH2:11][C:10]2([CH3:23])[CH3:22])=[O:4].[NH:25]1[CH2:30][CH2:29][O:28][CH2:27][CH2:26]1.Cl.CN(C)CC(O)=O.C(=O)([O-])[O-].[K+].[K+]. (7) Given the product [S:6]1[C:10]2[CH:11]=[CH:12][CH:13]=[CH:14][C:9]=2[N:8]=[C:7]1[CH:18]=[O:19], predict the reactants needed to synthesize it. The reactants are: [Li]CCCC.[S:6]1[C:10]2[CH:11]=[CH:12][CH:13]=[CH:14][C:9]=2[N:8]=[CH:7]1.CN([CH:18]=[O:19])C.[NH4+].[Cl-]. (8) Given the product [Br:1][C:2]1[CH:3]=[CH:4][CH:5]=[C:6]2[C:15]=1[C:9]1([CH2:10][CH2:11][N:12]([C:23]([O:25][CH:26]3[CH:27]4[CH2:35][CH:31]5[CH2:30][CH:29]([CH2:34][CH:33]3[CH2:32]5)[CH2:28]4)=[O:24])[CH2:13][CH2:14]1)[CH2:8][CH:7]2[CH2:16][C:17]([O:19][CH2:20][CH3:21])=[O:18], predict the reactants needed to synthesize it. The reactants are: [Br:1][C:2]1[CH:3]=[CH:4][CH:5]=[C:6]2[C:15]=1[C:9]1([CH2:14][CH2:13][NH:12][CH2:11][CH2:10]1)[CH2:8][CH:7]2[CH2:16][C:17]([O:19][CH2:20][CH3:21])=[O:18].Cl[C:23]([O:25][CH:26]1[CH:33]2[CH2:34][CH:29]3[CH2:30][CH:31]([CH2:35][CH:27]1[CH2:28]3)[CH2:32]2)=[O:24].